The task is: Predict the reaction yield, written as a fraction of the theoretical maximum amount of product (1.0 means a 100% yield; for example, 0.34 means a 34% yield).. This data is from Reaction yield outcomes from USPTO patents with 853,638 reactions. (1) The reactants are ClC(N(C)C)=C(C)C.[C:9]([O:13][C:14]([NH:16][C:17]1[S:21][C:20]([C:22]2[C:27]([F:28])=[CH:26][CH:25]=[CH:24][C:23]=2[F:29])=[N:19][C:18]=1[C:30]([OH:32])=O)=[O:15])([CH3:12])([CH3:11])[CH3:10].[NH2:33][C:34]1[C:35]([N:52]2[CH2:57][CH2:56][CH2:55][C@H:54]([NH:58][C:59](=[O:65])[O:60][C:61]([CH3:64])([CH3:63])[CH3:62])[CH2:53]2)=[C:36]2[CH:42]=[CH:41][N:40]([S:43]([C:46]3[CH:51]=[CH:50][CH:49]=[CH:48][CH:47]=3)(=[O:45])=[O:44])[C:37]2=[N:38][CH:39]=1.N1C=CC=CC=1. The catalyst is C1COCC1. The product is [C:9]([O:13][C:14]([NH:16][C:17]1[S:21][C:20]([C:22]2[C:27]([F:28])=[CH:26][CH:25]=[CH:24][C:23]=2[F:29])=[N:19][C:18]=1[C:30]([NH:33][C:34]1[C:35]([N:52]2[CH2:57][CH2:56][CH2:55][C@H:54]([NH:58][C:59](=[O:65])[O:60][C:61]([CH3:63])([CH3:62])[CH3:64])[CH2:53]2)=[C:36]2[CH:42]=[CH:41][N:40]([S:43]([C:46]3[CH:47]=[CH:48][CH:49]=[CH:50][CH:51]=3)(=[O:45])=[O:44])[C:37]2=[N:38][CH:39]=1)=[O:32])=[O:15])([CH3:11])([CH3:10])[CH3:12]. The yield is 0.890. (2) The reactants are [C:9](O)(=O)[CH2:10][CH2:11][CH2:12][CH2:13][CH2:14]CC[CH2:9][CH2:10][CH2:11][CH2:12][CH2:13][CH3:14].C1(B(O)O)C=CC=CC=1.N1C(C)=CC=CC=1C.[C:34]([N:37]1[C:46]2[C:41](=[CH:42][C:43]([Br:47])=[CH:44][CH:45]=2)[C@H:40]([NH2:48])[CH2:39][C@@H:38]1[CH3:49])(=[O:36])[CH3:35]. The catalyst is C([O-])(=O)C.[Cu+2].C([O-])(=O)C.C1(C)C=CC=CC=1. The product is [C:34]([N:37]1[C:46]2[C:41](=[CH:42][C:43]([Br:47])=[CH:44][CH:45]=2)[C@H:40]([NH:48][C:9]2[CH:10]=[CH:11][CH:12]=[CH:13][CH:14]=2)[CH2:39][C@@H:38]1[CH3:49])(=[O:36])[CH3:35]. The yield is 0.380. (3) The reactants are [C:1]([C@@H:3]1[CH2:7][CH2:6][CH2:5][N:4]1[C:8]([O:10]C(C)(C)C)=O)#[N:2].[CH2:15]([C:23]1[CH:31]=[CH:30][C:26](C(O)=O)=[CH:25][CH:24]=1)[CH2:16][CH2:17][CH2:18][CH2:19][CH2:20][CH2:21][CH3:22].C1CN([P+](ON2N=NC3C=CC=CC2=3)(N2CCCC2)N2CCCC2)CC1.F[P-](F)(F)(F)(F)F.C(N(CC)C(C)C)(C)C. The catalyst is ClCCl.FC(F)(F)C(O)=O.CCOC(C)=O. The product is [CH2:15]([C:23]1[CH:24]=[CH:25][C:26]([C:8]([N:4]2[CH2:5][CH2:6][CH2:7][C@H:3]2[C:1]#[N:2])=[O:10])=[CH:30][CH:31]=1)[CH2:16][CH2:17][CH2:18][CH2:19][CH2:20][CH2:21][CH3:22]. The yield is 0.400. (4) The reactants are [CH3:1][O:2][C:3]1[C:8]([C:9]2[CH:14]=[CH:13][N:12]=[C:11]([NH2:15])[CH:10]=2)=[CH:7][CH:6]=[CH:5][N:4]=1.[C:16](N1C=CC=CC1=O)(N1C=CC=CC1=O)=[S:17]. The catalyst is ClCCl. The product is [N:15]([C:11]1[CH:10]=[C:9]([C:8]2[C:3]([O:2][CH3:1])=[N:4][CH:5]=[CH:6][CH:7]=2)[CH:14]=[CH:13][N:12]=1)=[C:16]=[S:17]. The yield is 0.718. (5) The reactants are [CH3:1][O:2][C:3](=[O:44])[C@@H:4]([NH:25][C:26](=[O:43])[C:27]1[CH:32]=[CH:31][C:30]([C:33]#[C:34][C:35]2[CH:40]=[CH:39][C:38](CN)=[CH:37][CH:36]=2)=[CH:29][CH:28]=1)[C@H:5]([NH:7][C:8]([O:10][CH2:11][CH:12]1[C:24]2[CH:23]=[CH:22][CH:21]=[CH:20][C:19]=2[C:18]2[C:13]1=[CH:14][CH:15]=[CH:16][CH:17]=2)=[O:9])[CH3:6].[CH3:45]CN(C(C)C)C(C)C.Cl.[N:55]1([C:60]([NH2:62])=[NH:61])C=CC=N1. The catalyst is CN(C=O)C.CCOC(C)=O. The product is [CH3:1][O:2][C:3](=[O:44])[C@@H:4]([NH:25][C:26](=[O:43])[C:27]1[CH:32]=[CH:31][C:30]([C:33]#[C:34][C:35]2[CH:36]=[CH:37][C:38]([NH:61][C:60]([NH2:62])=[NH:55])=[CH:39][C:40]=2[CH3:45])=[CH:29][CH:28]=1)[C@H:5]([NH:7][C:8]([O:10][CH2:11][CH:12]1[C:24]2[CH:23]=[CH:22][CH:21]=[CH:20][C:19]=2[C:18]2[C:13]1=[CH:14][CH:15]=[CH:16][CH:17]=2)=[O:9])[CH3:6]. The yield is 0.650. (6) The reactants are [C:1]([C:4]1[C:5](I)=[N:6][N:7]2[CH2:12][CH:11]([C:13]([F:16])([F:15])[F:14])[N:10]([C:17]([O:19]C(C)(C)C)=[O:18])[CH2:9][C:8]=12)(=[O:3])[NH2:2].[Cl:25][C:26]1[CH:27]=[C:28](B(O)O)[CH:29]=[CH:30][C:31]=1[F:32].C([O-])([O-])=O.[Na+].[Na+]. The catalyst is CN(C=O)C.O.C1C=CC([P]([Pd]([P](C2C=CC=CC=2)(C2C=CC=CC=2)C2C=CC=CC=2)([P](C2C=CC=CC=2)(C2C=CC=CC=2)C2C=CC=CC=2)[P](C2C=CC=CC=2)(C2C=CC=CC=2)C2C=CC=CC=2)(C2C=CC=CC=2)C2C=CC=CC=2)=CC=1. The product is [C:1]([C:4]1[C:5]([C:28]2[CH:29]=[CH:30][C:31]([F:32])=[C:26]([Cl:25])[CH:27]=2)=[N:6][N:7]2[CH2:12][CH:11]([C:13]([F:15])([F:14])[F:16])[N:10]([C:17]([O:19][CH2:1][CH2:4][CH2:8][CH3:9])=[O:18])[CH2:9][C:8]=12)(=[O:3])[NH2:2]. The yield is 0.680. (7) The product is [Cl:21][C:18]1[CH:19]=[CH:20][C:12]([F:11])=[C:13]([C:14]2[N:16]=[C:6]([OH:10])[C:5]3[CH2:3][CH2:22][CH2:7][CH2:8][C:9]=3[N:15]=2)[CH:17]=1. The yield is 0.780. No catalyst specified. The reactants are CO[C:3]([CH:5]1[CH2:9][CH2:8][CH2:7][C:6]1=[O:10])=O.[F:11][C:12]1[CH:20]=[CH:19][C:18]([Cl:21])=[CH:17][C:13]=1[C:14]([NH2:16])=[NH:15].[CH2:22](O)C. (8) The reactants are [CH3:1][O:2][C:3]1[CH:12]=[C:11]2[C:6]([CH2:7][CH2:8][C:9]([C:13]([O:15][CH2:16][CH3:17])=[O:14])=[CH:10]2)=[CH:5][CH:4]=1. The catalyst is CO.[Pd]. The product is [CH3:1][O:2][C:3]1[CH:12]=[C:11]2[C:6]([CH2:7][CH2:8][CH:9]([C:13]([O:15][CH2:16][CH3:17])=[O:14])[CH2:10]2)=[CH:5][CH:4]=1. The yield is 0.750. (9) The reactants are [C:1]([OH:9])(=O)[C:2]1[CH:7]=[CH:6][CH:5]=[CH:4][CH:3]=1.[NH2:10][C:11]1[S:15][C:14]([C:16]2[CH:21]=[CH:20][N:19]=[C:18]([NH:22][C:23]3[CH:24]=[C:25]([CH3:29])[CH:26]=[CH:27][CH:28]=3)[N:17]=2)=[CH:13][CH:12]=1.CN(C(ON1N=NC2C=CC=NC1=2)=[N+](C)C)C.F[P-](F)(F)(F)(F)F. The catalyst is CN(C1C=CN=CC=1)C.CN(C=O)C.CS(C)=O. The product is [C:25]1([CH3:29])[CH:26]=[CH:27][CH:28]=[C:23]([NH:22][C:18]2[N:17]=[C:16]([C:14]3[S:15][C:11]([NH:10][C:1](=[O:9])[C:2]4[CH:3]=[CH:4][CH:5]=[CH:6][CH:7]=4)=[CH:12][CH:13]=3)[CH:21]=[CH:20][N:19]=2)[CH:24]=1. The yield is 0.220. (10) The product is [CH:1]1([C:6]2([CH2:14][CH2:15][C:16]3[CH:21]=[CH:20][C:19]([OH:22])=[C:18]([CH2:26][CH3:27])[CH:17]=3)[O:7][C:8](=[O:13])[CH2:9][C:10](=[O:12])[CH2:11]2)[CH2:5][CH2:4][CH2:3][CH2:2]1. The yield is 0.590. The reactants are [CH:1]1([C:6]2([CH2:14][CH2:15][C:16]3[CH:21]=[CH:20][C:19]([O:22]C(=O)C)=[C:18]([CH2:26][CH3:27])[CH:17]=3)[CH2:11][C:10](=[O:12])[CH2:9][C:8](=[O:13])[O:7]2)[CH2:5][CH2:4][CH2:3][CH2:2]1.C(=O)([O-])[O-].[K+].[K+]. The catalyst is CO.